This data is from Peptide-MHC class I binding affinity with 185,985 pairs from IEDB/IMGT. The task is: Regression. Given a peptide amino acid sequence and an MHC pseudo amino acid sequence, predict their binding affinity value. This is MHC class I binding data. (1) The peptide sequence is RTFGQPLFF. The MHC is HLA-A02:19 with pseudo-sequence HLA-A02:19. The binding affinity (normalized) is 0.0847. (2) The peptide sequence is EGFMRKQKY. The MHC is HLA-A24:02 with pseudo-sequence HLA-A24:02. The binding affinity (normalized) is 0. (3) The peptide sequence is KLTQGRQTY. The MHC is HLA-A02:03 with pseudo-sequence HLA-A02:03. The binding affinity (normalized) is 0.0847.